This data is from HIV replication inhibition screening data with 41,000+ compounds from the AIDS Antiviral Screen. The task is: Binary Classification. Given a drug SMILES string, predict its activity (active/inactive) in a high-throughput screening assay against a specified biological target. The compound is CC(C)(C)C(=O)C(C#N)C(=O)C(C)(C)C. The result is 0 (inactive).